This data is from Forward reaction prediction with 1.9M reactions from USPTO patents (1976-2016). The task is: Predict the product of the given reaction. (1) Given the reactants Cl.[NH2:2][OH:3].[C:4](=O)([O-])[O-].[Na+].[Na+].[C:10]([O:14][C:15](=[O:21])[NH:16][CH:17]([C:19]#[N:20])[CH3:18])([CH3:13])([CH3:12])[CH3:11], predict the reaction product. The product is: [C:10]([O:14][C:15](=[O:21])[NH:16][CH:17]([C:19](=[NH:20])[NH:2][OH:3])[CH2:18][CH3:4])([CH3:11])([CH3:12])[CH3:13]. (2) Given the reactants [S:1]1[C:5]([C:6]([O-:8])=O)=[CH:4][CH:3]=[C:2]1[C:9]([O:11][CH3:12])=[O:10].S(Cl)(Cl)=O.[C:17]1([CH3:26])[CH:22]=[CH:21][C:20]([C@@H:23]([NH2:25])[CH3:24])=[CH:19][CH:18]=1.C(N(CC)CC)C, predict the reaction product. The product is: [CH3:12][O:11][C:9]([C:2]1[S:1][C:5]([C:6](=[O:8])[NH:25][C@H:23]([C:20]2[CH:21]=[CH:22][C:17]([CH3:26])=[CH:18][CH:19]=2)[CH3:24])=[CH:4][CH:3]=1)=[O:10].